This data is from Reaction yield outcomes from USPTO patents with 853,638 reactions. The task is: Predict the reaction yield, written as a fraction of the theoretical maximum amount of product (1.0 means a 100% yield; for example, 0.34 means a 34% yield). (1) The reactants are [C:1]([O:5][C:6]([N:8]1[CH2:13][CH2:12][N:11]([C:14]2[CH:23]=[CH:22][C:21]3[C:16](=[CH:17][CH:18]=[C:19]([N:24]4[C:28](C(O)=O)=[CH:27][C:26]([C:32]([CH3:35])([CH3:34])[CH3:33])=[N:25]4)[CH:20]=3)[N:15]=2)[CH2:10][CH2:9]1)=[O:7])([CH3:4])([CH3:3])[CH3:2].CC[N:38]([CH2:41]C)CC.[Cl:43][C:44]1[C:50]([Cl:51])=[CH:49][CH:48]=[CH:47][C:45]=1[NH2:46].C1C=CC(P(N=[N+]=[N-])(C2C=CC=CC=2)=[O:59])=CC=1. The catalyst is C1(C)C=CC=CC=1. The product is [C:32]([C:26]1[CH:27]=[C:28]([NH:38][C:41]([NH:46][C:45]2[CH:47]=[CH:48][CH:49]=[C:50]([Cl:51])[C:44]=2[Cl:43])=[O:59])[N:24]([C:19]2[CH:20]=[C:21]3[C:16](=[CH:17][CH:18]=2)[N:15]=[C:14]([N:11]2[CH2:12][CH2:13][N:8]([C:6]([O:5][C:1]([CH3:2])([CH3:3])[CH3:4])=[O:7])[CH2:9][CH2:10]2)[CH:23]=[CH:22]3)[N:25]=1)([CH3:35])([CH3:34])[CH3:33]. The yield is 0.830. (2) The reactants are [S:1](Cl)([CH3:4])(=[O:3])=[O:2].[CH2:6]([CH:8]1[CH:12]([C:13]2[N:17]3[C:18]4[CH:24]=[CH:23][N:22]([CH2:25][O:26][CH2:27][CH2:28][Si:29]([CH3:32])([CH3:31])[CH3:30])[C:19]=4[N:20]=[CH:21][C:16]3=[N:15][N:14]=2)[CH2:11][C:10](=[O:33])[CH2:9]1)[CH3:7]. The catalyst is C(Cl)Cl. The product is [CH3:4][S:1]([O:33][CH:10]1[CH2:11][CH:12]([C:13]2[N:17]3[C:18]4[CH:24]=[CH:23][N:22]([CH2:25][O:26][CH2:27][CH2:28][Si:29]([CH3:32])([CH3:31])[CH3:30])[C:19]=4[N:20]=[CH:21][C:16]3=[N:15][N:14]=2)[CH:8]([CH2:6][CH3:7])[CH2:9]1)(=[O:3])=[O:2]. The yield is 0.770. (3) The reactants are C([O:4][CH2:5][C:6]1[C:11]([N:12]2[CH2:24][CH2:23][N:15]3[C:16]4[CH2:17][CH2:18][CH2:19][CH2:20][C:21]=4[CH:22]=[C:14]3[C:13]2=[O:25])=[CH:10][C:9]([F:26])=[CH:8][C:7]=1[C:27]1[CH:32]=[C:31]([NH:33][C:34]2[CH:39]=[CH:38][C:37]([N:40]3[CH2:45][CH2:44][N:43]([CH:46]4[CH2:49][O:48][CH2:47]4)[CH2:42][C@@H:41]3[CH2:50][CH3:51])=[CH:36][N:35]=2)[C:30](=[O:52])[N:29]([CH3:53])[CH:28]=1)(=O)C.[Li+].[OH-]. The catalyst is CC(O)C.C1COCC1.O. The product is [CH2:50]([C@H:41]1[CH2:42][N:43]([CH:46]2[CH2:47][O:48][CH2:49]2)[CH2:44][CH2:45][N:40]1[C:37]1[CH:38]=[CH:39][C:34]([NH:33][C:31]2[C:30](=[O:52])[N:29]([CH3:53])[CH:28]=[C:27]([C:7]3[C:6]([CH2:5][OH:4])=[C:11]([N:12]4[CH2:24][CH2:23][N:15]5[C:16]6[CH2:17][CH2:18][CH2:19][CH2:20][C:21]=6[CH:22]=[C:14]5[C:13]4=[O:25])[CH:10]=[C:9]([F:26])[CH:8]=3)[CH:32]=2)=[N:35][CH:36]=1)[CH3:51]. The yield is 0.250.